Dataset: Forward reaction prediction with 1.9M reactions from USPTO patents (1976-2016). Task: Predict the product of the given reaction. (1) Given the reactants [Br:1][C:2]1[C:10]2[C:9](Cl)=[N:8][CH:7]=[N:6][C:5]=2[S:4][C:3]=1[C:12]1[O:13][C:14]([Cl:17])=[CH:15][CH:16]=1.[OH:18][C@H:19]([CH2:25][C:26]1[CH:31]=[CH:30][CH:29]=[CH:28][C:27]=1[O:32][CH2:33][C@@H:34]1[CH2:38][CH2:37][CH2:36][O:35]1)[C:20]([O:22][CH2:23][CH3:24])=[O:21].C([O-])([O-])=O.[Cs+].[Cs+].Cl, predict the reaction product. The product is: [Br:1][C:2]1[C:10]2[C:9]([O:18][C@H:19]([CH2:25][C:26]3[CH:31]=[CH:30][CH:29]=[CH:28][C:27]=3[O:32][CH2:33][C@@H:34]3[CH2:38][CH2:37][CH2:36][O:35]3)[C:20]([O:22][CH2:23][CH3:24])=[O:21])=[N:8][CH:7]=[N:6][C:5]=2[S:4][C:3]=1[C:12]1[O:13][C:14]([Cl:17])=[CH:15][CH:16]=1. (2) Given the reactants [Br:1][C:2]1[CH:7]=[C:6]([CH2:8]Br)[CH:5]=[CH:4][C:3]=1[O:10][CH3:11].CC1(C)C(C)(C)OB([C:20]2[CH:25]=[CH:24][C:23]([NH:26][C:27]([NH2:29])=[O:28])=[CH:22][CH:21]=2)O1.P([O-])([O-])([O-])=O.[K+].[K+].[K+].C(COC)OC, predict the reaction product. The product is: [Br:1][C:2]1[CH:7]=[C:6]([CH:5]=[CH:4][C:3]=1[O:10][CH3:11])[CH2:8][C:20]1[CH:25]=[CH:24][C:23]([NH:26][C:27]([NH2:29])=[O:28])=[CH:22][CH:21]=1. (3) Given the reactants [Cl:1][C:2]1[N:3]=[CH:4][C:5]2[S:10][CH:9]=[C:8]([C:11](Cl)=[O:12])[C:6]=2[N:7]=1.[CH3:14][C:15]1[CH:16]=[C:17]([NH2:25])[CH:18]=[C:19]2[C:24]=1[N:23]=[CH:22][CH:21]=[CH:20]2.N1C=CC=CC=1, predict the reaction product. The product is: [Cl:1][C:2]1[N:3]=[CH:4][C:5]2[S:10][CH:9]=[C:8]([C:11]([NH:25][C:17]3[CH:18]=[C:19]4[C:24](=[C:15]([CH3:14])[CH:16]=3)[N:23]=[CH:22][CH:21]=[CH:20]4)=[O:12])[C:6]=2[N:7]=1. (4) Given the reactants [H-].[Na+].[I:3][C:4]1[CH:5]=[N:6][NH:7][CH:8]=1.Cl[CH2:10][C:11](=[O:18])[CH2:12][C:13]([O:15][CH2:16][CH3:17])=[O:14], predict the reaction product. The product is: [I:3][C:4]1[CH:5]=[N:6][N:7]([CH2:10][C:11](=[O:18])[CH2:12][C:13]([O:15][CH2:16][CH3:17])=[O:14])[CH:8]=1. (5) Given the reactants C(OC([N:8]1[CH2:13][CH2:12][CH:11]([CH2:14][C:15]2[CH:20]=[CH:19][C:18]([F:21])=[CH:17][C:16]=2[F:22])[CH2:10][CH2:9]1)=O)(C)(C)C, predict the reaction product. The product is: [F:22][C:16]1[CH:17]=[C:18]([F:21])[CH:19]=[CH:20][C:15]=1[CH2:14][CH:11]1[CH2:10][CH2:9][NH:8][CH2:13][CH2:12]1. (6) Given the reactants C(OC(=O)[NH:10][C@H:11]([C:26]([NH:28][CH2:29][CH:30]([OH:79])[CH2:31][NH:32][C:33](=[O:78])[CH2:34][C@H:35]1[NH:53][C:52](=[O:54])[C@H:51]([CH2:55][CH2:56][CH2:57][NH:58][C:59]([O:61][C:62]([CH3:65])([CH3:64])[CH3:63])=[O:60])[NH:50][C:49](=[O:66])[C@@H:48]([NH:67][C:68]([O:70][C:71]([CH3:74])([CH3:73])[CH3:72])=[O:69])[CH2:47][C:46]2[CH:75]=[C:42]([CH:43]=[CH:44][C:45]=2[OH:76])[C:41]2=[CH:77][C:37](=[CH:38][CH:39]=[CH:40]2)[CH2:36]1)=[O:27])[CH2:12][CH2:13][CH2:14][NH:15]C(OCC1C=CC=CC=1)=O)C1C=CC=CC=1, predict the reaction product. The product is: [C:71]([O:70][C:68]([NH:67][C@H:48]1[CH2:47][C:46]2[CH:75]=[C:42]([CH:43]=[CH:44][C:45]=2[OH:76])[C:41]2=[CH:77][C:37](=[CH:38][CH:39]=[CH:40]2)[CH2:36][C@@H:35]([CH2:34][C:33]([NH:32][CH2:31][CH:30]([OH:79])[CH2:29][NH:28][C:26](=[O:27])[C@H:11]([CH2:12][CH2:13][CH2:14][NH2:15])[NH2:10])=[O:78])[NH:53][C:52](=[O:54])[C@H:51]([CH2:55][CH2:56][CH2:57][NH:58][C:59](=[O:60])[O:61][C:62]([CH3:65])([CH3:64])[CH3:63])[NH:50][C:49]1=[O:66])=[O:69])([CH3:74])([CH3:72])[CH3:73]. (7) Given the reactants [C:1]([N:8]([CH3:42])[CH:9]1[CH2:14][CH2:13][CH:12]([N:15]([CH2:30][C:31]2[CH:32]=[C:33](B(O)O)[CH:34]=[CH:35][C:36]=2[O:37][CH3:38])[C:16]([C:18]2[S:22][C:21]3[C:23]([F:28])=[CH:24][CH:25]=[C:26]([F:27])[C:20]=3[C:19]=2[Cl:29])=[O:17])[CH2:11][CH2:10]1)([O:3][C:4]([CH3:7])([CH3:6])[CH3:5])=[O:2].[C:43]([O:47][C:48](=[O:58])[N:49]([C:51]1[CH:56]=[C:55](Br)[CH:54]=[CH:53][N:52]=1)[CH3:50])([CH3:46])([CH3:45])[CH3:44], predict the reaction product. The product is: [C:43]([O:47][C:48](=[O:58])[N:49]([C:51]1[CH:56]=[C:55]([C:33]2[CH:34]=[CH:35][C:36]([O:37][CH3:38])=[C:31]([CH2:30][N:15]([CH:12]3[CH2:13][CH2:14][CH:9]([N:8]([C:1]([O:3][C:4]([CH3:7])([CH3:6])[CH3:5])=[O:2])[CH3:42])[CH2:10][CH2:11]3)[C:16]([C:18]3[S:22][C:21]4[C:23]([F:28])=[CH:24][CH:25]=[C:26]([F:27])[C:20]=4[C:19]=3[Cl:29])=[O:17])[CH:32]=2)[CH:54]=[CH:53][N:52]=1)[CH3:50])([CH3:46])([CH3:44])[CH3:45]. (8) The product is: [F:16][C:13]1[CH:14]=[CH:15][C:6]([NH:5][CH:4]2[C:3]([C:2]([F:29])([F:28])[F:1])([OH:18])[CH2:19][C:20]3[C:21](=[CH:22][CH:23]=[CH:24][CH:25]=3)[O:26]2)=[C:7]2[C:12]=1[N:11]=[C:10]([CH3:17])[N:9]=[CH:8]2. Given the reactants [F:1][C:2]([F:29])([F:28])[C:3]([CH2:19][C:20]1[CH:25]=[CH:24][CH:23]=[CH:22][C:21]=1[O:26]C)([OH:18])[CH:4]=[N:5][C:6]1[CH:15]=[CH:14][C:13]([F:16])=[C:12]2[C:7]=1[CH:8]=[N:9][C:10]([CH3:17])=[N:11]2.B(Br)(Br)Br, predict the reaction product. (9) Given the reactants Cl.[Cl:2][C:3]1[CH:4]=[C:5]2[C:9](=[CH:10][CH:11]=1)[NH:8][CH:7]=[C:6]2[CH2:12][CH2:13][NH2:14].[F:15][C:16]1[CH:17]=[C:18]([CH:29]=[CH:30][CH:31]=1)[CH2:19][C:20]1[N:25]=[C:24]([C:26](O)=[O:27])[CH:23]=[CH:22][CH:21]=1.CN(C(ON1N=NC2C=CC=NC1=2)=[N+](C)C)C.F[P-](F)(F)(F)(F)F.C(N(CC)C(C)C)(C)C, predict the reaction product. The product is: [Cl:2][C:3]1[CH:4]=[C:5]2[C:9](=[CH:10][CH:11]=1)[NH:8][CH:7]=[C:6]2[CH2:12][CH2:13][NH:14][C:26](=[O:27])[C:24]1[CH:23]=[CH:22][CH:21]=[C:20]([CH2:19][C:18]2[CH:29]=[CH:30][CH:31]=[C:16]([F:15])[CH:17]=2)[N:25]=1. (10) Given the reactants [OH:1][C:2]1[CH:7]=[CH:6][C:5]([C:8]([C:11]2[CH:16]=[CH:15][C:14]([OH:17])=[CH:13][CH:12]=2)([CH3:10])[CH3:9])=[CH:4][CH:3]=1.C1(=O)[O:23][C:21](=[O:22])[CH:20]2[CH2:24]CCCC12, predict the reaction product. The product is: [O:1]1[CH:24]=[C:20]1[C:21]([OH:23])=[O:22].[OH:1][C:2]1[CH:3]=[CH:4][C:5]([C:8]([C:11]2[CH:12]=[CH:13][C:14]([OH:17])=[CH:15][CH:16]=2)([CH3:10])[CH3:9])=[CH:6][CH:7]=1.